Dataset: Merck oncology drug combination screen with 23,052 pairs across 39 cell lines. Task: Regression. Given two drug SMILES strings and cell line genomic features, predict the synergy score measuring deviation from expected non-interaction effect. (1) Drug 1: CCC1=CC2CN(C1)Cc1c([nH]c3ccccc13)C(C(=O)OC)(c1cc3c(cc1OC)N(C)C1C(O)(C(=O)OC)C(OC(C)=O)C4(CC)C=CCN5CCC31C54)C2. Drug 2: CCN(CC)CCNC(=O)c1c(C)[nH]c(C=C2C(=O)Nc3ccc(F)cc32)c1C. Cell line: MDAMB436. Synergy scores: synergy=-3.48. (2) Drug 1: CCN(CC)CCNC(=O)c1c(C)[nH]c(C=C2C(=O)Nc3ccc(F)cc32)c1C. Drug 2: COC1CC2CCC(C)C(O)(O2)C(=O)C(=O)N2CCCCC2C(=O)OC(C(C)CC2CCC(OP(C)(C)=O)C(OC)C2)CC(=O)C(C)C=C(C)C(O)C(OC)C(=O)C(C)CC(C)C=CC=CC=C1C. Cell line: OVCAR3. Synergy scores: synergy=27.8. (3) Cell line: A2780. Synergy scores: synergy=-6.03. Drug 1: COC1CC2CCC(C)C(O)(O2)C(=O)C(=O)N2CCCCC2C(=O)OC(C(C)CC2CCC(OP(C)(C)=O)C(OC)C2)CC(=O)C(C)C=C(C)C(O)C(OC)C(=O)C(C)CC(C)C=CC=CC=C1C. Drug 2: NC1CCCCC1N.O=C(O)C(=O)O.[Pt+2].